This data is from Full USPTO retrosynthesis dataset with 1.9M reactions from patents (1976-2016). The task is: Predict the reactants needed to synthesize the given product. (1) Given the product [N:1]1[CH:11]=[CH:12][N:3]2[CH:4]=[C:5]([C:6]#[N:7])[CH:8]=[CH:9][C:2]=12, predict the reactants needed to synthesize it. The reactants are: [NH2:1][C:2]1[CH:9]=[CH:8][C:5]([C:6]#[N:7])=[CH:4][N:3]=1.Cl[CH2:11][CH:12]=O. (2) Given the product [ClH:38].[C:1]([C:5]1[O:9][N:8]=[C:7]([NH:10][C:11]([NH:13][C:14]2[CH:19]=[CH:18][CH:17]=[C:16]([O:20][C:21]3[C:30]4[C:25](=[CH:26][C:27]([O:33][CH2:34][CH2:35][O:36][CH3:37])=[C:28]([O:31][CH3:32])[CH:29]=4)[N:24]=[CH:23][N:22]=3)[CH:15]=2)=[O:12])[CH:6]=1)([CH3:4])([CH3:2])[CH3:3], predict the reactants needed to synthesize it. The reactants are: [C:1]([C:5]1[O:9][N:8]=[C:7]([NH:10][C:11]([NH:13][C:14]2[CH:19]=[CH:18][CH:17]=[C:16]([O:20][C:21]3[C:30]4[C:25](=[CH:26][C:27]([O:33][CH2:34][CH2:35][O:36][CH3:37])=[C:28]([O:31][CH3:32])[CH:29]=4)[N:24]=[CH:23][N:22]=3)[CH:15]=2)=[O:12])[CH:6]=1)([CH3:4])([CH3:3])[CH3:2].[ClH:38].CCOCC. (3) Given the product [N+:5]([C:8]1[CH:9]=[CH:10][C:11]([C:12]([O:14][CH2:15][CH2:16][CH2:17][CH2:18][O:2][N+:1]([O-:4])=[O:3])=[O:13])=[CH:20][CH:21]=1)([O-:7])=[O:6], predict the reactants needed to synthesize it. The reactants are: [N+:1]([O-:4])([OH:3])=[O:2].[N+:5]([C:8]1[CH:21]=[CH:20][C:11]([C:12]([O:14][CH2:15][CH2:16][CH2:17][CH2:18]O)=[O:13])=[CH:10][CH:9]=1)([O-:7])=[O:6]. (4) Given the product [F:37][C:10]([F:9])([F:36])[O:11][C:12]1[CH:17]=[CH:16][C:15]([N:18]2[CH:22]=[N:21][C:20]([C:23]3[CH:28]=[CH:27][C:26]([CH:29]4[CH2:4][CH:30]4[C:31]([O:33][CH2:34][CH3:35])=[O:32])=[CH:25][CH:24]=3)=[N:19]2)=[CH:14][CH:13]=1, predict the reactants needed to synthesize it. The reactants are: [H-].[Na+].[I-].[CH3:4][S+](C)(C)=O.[F:9][C:10]([F:37])([F:36])[O:11][C:12]1[CH:17]=[CH:16][C:15]([N:18]2[CH:22]=[N:21][C:20]([C:23]3[CH:28]=[CH:27][C:26](/[CH:29]=[CH:30]/[C:31]([O:33][CH2:34][CH3:35])=[O:32])=[CH:25][CH:24]=3)=[N:19]2)=[CH:14][CH:13]=1. (5) Given the product [Cl:9][C:6]1[C:7]2[N:8]=[C:17]([NH:16][C:11](=[O:15])[O:12][CH2:13][CH3:14])[S:18][C:2]=2[N:3]=[C:4]([CH3:10])[N:5]=1, predict the reactants needed to synthesize it. The reactants are: Cl[C:2]1[C:7]([NH2:8])=[C:6]([Cl:9])[N:5]=[C:4]([CH3:10])[N:3]=1.[C:11]([N:16]=[C:17]=[S:18])(=[O:15])[O:12][CH2:13][CH3:14]. (6) Given the product [NH2:15][CH:5]([CH2:6][C:7]1[CH:12]=[CH:11][C:10]([Cl:13])=[CH:9][C:8]=1[CH3:14])[C:4]([OH:29])=[O:3], predict the reactants needed to synthesize it. The reactants are: C([O:3][C:4](=[O:29])[CH:5]([N:15]=C(C1C=CC=CC=1)C1C=CC=CC=1)[CH2:6][C:7]1[CH:12]=[CH:11][C:10]([Cl:13])=[CH:9][C:8]=1[CH3:14])C. (7) Given the product [CH3:26][N:27]([CH3:37])[C:28]1[CH:33]=[CH:32][C:31]([C:2]2[N:11]=[C:10]([NH:12][CH2:13][CH:14]([C:20]3[CH:25]=[CH:24][CH:23]=[CH:22][N:21]=3)[C:15]3[NH:16][CH:17]=[CH:18][CH:19]=3)[C:9]3[C:4](=[CH:5][CH:6]=[CH:7][CH:8]=3)[N:3]=2)=[CH:30][CH:29]=1, predict the reactants needed to synthesize it. The reactants are: Cl[C:2]1[N:11]=[C:10]([NH:12][CH2:13][CH:14]([C:20]2[CH:25]=[CH:24][CH:23]=[CH:22][N:21]=2)[C:15]2[NH:16][CH:17]=[CH:18][CH:19]=2)[C:9]2[C:4](=[CH:5][CH:6]=[CH:7][CH:8]=2)[N:3]=1.[CH3:26][N:27]([CH3:37])[C:28]1[CH:33]=[CH:32][C:31](B(O)O)=[CH:30][CH:29]=1.C1(C(C2C=CC=CN=2)CNC2C3C(=CC=CC=3)N=C(C3C=CC(NS(C)(=O)=O)=CC=3)N=2)C=CC=CC=1.